Dataset: Forward reaction prediction with 1.9M reactions from USPTO patents (1976-2016). Task: Predict the product of the given reaction. (1) Given the reactants [CH2:1]([C:3]1[O:7][C:6]([C:8]([O:10][CH3:11])=[O:9])=[CH:5][CH:4]=1)[CH3:2].[Cl-].[Cl-].[Cl-].[Al+3].[Br:16]Br, predict the reaction product. The product is: [Br:16][C:4]1[CH:5]=[C:6]([C:8]([O:10][CH3:11])=[O:9])[O:7][C:3]=1[CH2:1][CH3:2]. (2) Given the reactants [C:1]([O:4][C@@H:5]1[C@@H:10]([O:11][C:12](=[O:14])[CH3:13])[C@H:9]([O:15][C:16](=[O:18])[CH3:17])[C@@H:8]([CH2:19][O:20][C:21](=[O:23])[CH3:22])[O:7][C@H:6]1[C:24]1[CH:29]=[CH:28][C:27]([Cl:30])=[C:26]([CH2:31][C:32]2[S:33][C:34](Br)=[CH:35][CH:36]=2)[CH:25]=1)(=[O:3])[CH3:2].[CH2:38]([O:45][CH2:46][N:47]1[N:51]=[N:50][C:49]([Sn](CCCC)(CCCC)CCCC)=[N:48]1)[C:39]1[CH:44]=[CH:43][CH:42]=[CH:41][CH:40]=1, predict the reaction product. The product is: [C:1]([O:4][C@@H:5]1[C@@H:10]([O:11][C:12](=[O:14])[CH3:13])[C@H:9]([O:15][C:16](=[O:18])[CH3:17])[C@@H:8]([CH2:19][O:20][C:21](=[O:23])[CH3:22])[O:7][C@H:6]1[C:24]1[CH:29]=[CH:28][C:27]([Cl:30])=[C:26]([CH2:31][C:32]2[S:33][C:34]([C:49]3[N:50]=[N:51][N:47]([CH2:46][O:45][CH2:38][C:39]4[CH:44]=[CH:43][CH:42]=[CH:41][CH:40]=4)[N:48]=3)=[CH:35][CH:36]=2)[CH:25]=1)(=[O:3])[CH3:2]. (3) Given the reactants C(OC(=O)C)(=O)C.[CH3:8][C:9]1[NH:13][CH:12]=[N:11][C:10]=1[N+:14]([O-:16])=[O:15].[N+]([O-])(O)=O.[F:21][C:22]1[CH:28]=[CH:27][C:25](N)=[CH:24][CH:23]=1, predict the reaction product. The product is: [CH3:8][C:9]1[N:13]([C:25]2[CH:27]=[CH:28][C:22]([F:21])=[CH:23][CH:24]=2)[CH:12]=[N:11][C:10]=1[N+:14]([O-:16])=[O:15]. (4) Given the reactants [NH2:1][C:2]1[C:3]([C:8]([NH:10][C:11]2[CH:16]=[CH:15][C:14]([Cl:17])=[CH:13][N:12]=2)=[O:9])=[N:4][CH:5]=[CH:6][CH:7]=1.C(OC([NH:25][CH2:26][CH2:27][O:28][C:29]1[CH:37]=[C:36]([N:38]2[CH2:43][CH2:42][O:41][CH2:40][CH2:39]2)[CH:35]=[CH:34][C:30]=1[C:31](O)=[O:32])=O)(C)(C)C.[F:44][C:45]([F:50])([F:49])[C:46]([O-:48])=[O:47], predict the reaction product. The product is: [F:44][C:45]([F:50])([F:49])[C:46]([OH:48])=[O:47].[NH2:25][CH2:26][CH2:27][O:28][C:29]1[CH:37]=[C:36]([N:38]2[CH2:39][CH2:40][O:41][CH2:42][CH2:43]2)[CH:35]=[CH:34][C:30]=1[C:31]([NH:1][C:2]1[C:3]([C:8]([NH:10][C:11]2[CH:16]=[CH:15][C:14]([Cl:17])=[CH:13][N:12]=2)=[O:9])=[N:4][CH:5]=[CH:6][CH:7]=1)=[O:32]. (5) Given the reactants [CH3:1][O:2][C:3]1[CH:4]=[C:5]2[C:10](=[CH:11][CH:12]=1)[C:9](=[O:13])[NH:8][CH2:7][CH2:6]2.I[C:15]1[CH:16]=[N:17][CH:18]=[CH:19][C:20]=1[CH3:21].P([O-])([O-])([O-])=O.[K+].[K+].[K+], predict the reaction product. The product is: [CH3:1][O:2][C:3]1[CH:4]=[C:5]2[C:10](=[CH:11][CH:12]=1)[C:9](=[O:13])[N:8]([C:15]1[CH:16]=[N:17][CH:18]=[CH:19][C:20]=1[CH3:21])[CH2:7][CH2:6]2. (6) Given the reactants [CH:1]1([C:4]2[O:8][N:7]=[C:6]([C:9]3[C:14]([Cl:15])=[CH:13][CH:12]=[CH:11][C:10]=3[Cl:16])[C:5]=2[CH2:17][OH:18])[CH2:3][CH2:2]1.O[C:20]1[CH:25]=[CH:24][C:23]([C:26]2[CH:35]=[C:34]3[C:29]([CH:30]=[C:31]([C:36]([O:38][CH3:39])=[O:37])[N:32]=[CH:33]3)=[CH:28][CH:27]=2)=[CH:22][CH:21]=1.C1(P(C2C=CC=CC=2)C2C=CC=CC=2)C=CC=CC=1.N(C(OC(C)C)=O)=NC(OC(C)C)=O, predict the reaction product. The product is: [CH:1]1([C:4]2[O:8][N:7]=[C:6]([C:9]3[C:10]([Cl:16])=[CH:11][CH:12]=[CH:13][C:14]=3[Cl:15])[C:5]=2[CH2:17][O:18][C:20]2[CH:21]=[CH:22][C:23]([C:26]3[CH:35]=[C:34]4[C:29]([CH:30]=[C:31]([C:36]([O:38][CH3:39])=[O:37])[N:32]=[CH:33]4)=[CH:28][CH:27]=3)=[CH:24][CH:25]=2)[CH2:3][CH2:2]1.